From a dataset of NCI-60 drug combinations with 297,098 pairs across 59 cell lines. Regression. Given two drug SMILES strings and cell line genomic features, predict the synergy score measuring deviation from expected non-interaction effect. Drug 1: C1C(C(OC1N2C=NC3=C(N=C(N=C32)Cl)N)CO)O. Drug 2: CC1C(C(CC(O1)OC2CC(CC3=C2C(=C4C(=C3O)C(=O)C5=CC=CC=C5C4=O)O)(C(=O)C)O)N)O. Cell line: U251. Synergy scores: CSS=50.0, Synergy_ZIP=0.0855, Synergy_Bliss=0.299, Synergy_Loewe=3.74, Synergy_HSA=5.32.